This data is from Full USPTO retrosynthesis dataset with 1.9M reactions from patents (1976-2016). The task is: Predict the reactants needed to synthesize the given product. (1) Given the product [CH3:18][C:9]1[CH:10]=[C:11]([N+:15]([O-:17])=[O:16])[CH:12]=[C:13]([CH3:14])[C:8]=1[O:7][C:6]1[CH:19]=[CH:20][C:21]([OH:22])=[C:4]([CH:1]([CH3:3])[CH3:2])[CH:5]=1, predict the reactants needed to synthesize it. The reactants are: [CH:1]([C:4]1[CH:5]=[C:6]([CH:19]=[CH:20][C:21]=1[O:22]C)[O:7][C:8]1[C:13]([CH3:14])=[CH:12][C:11]([N+:15]([O-:17])=[O:16])=[CH:10][C:9]=1[CH3:18])([CH3:3])[CH3:2].B(Br)(Br)Br. (2) Given the product [C:21]([C:24]1[CH:29]=[C:28]([C:2]2[CH:20]=[CH:19][CH:18]=[C:4]([CH2:5][N:6]3[C:11]4[CH:12]=[CH:13][S:14][C:10]=4[C:9](=[O:15])[N:8]([OH:16])[C:7]3=[O:17])[CH:3]=2)[CH:27]=[CH:26][CH:25]=1)(=[O:23])[CH3:22], predict the reactants needed to synthesize it. The reactants are: Br[C:2]1[CH:3]=[C:4]([CH:18]=[CH:19][CH:20]=1)[CH2:5][N:6]1[C:11]2[CH:12]=[CH:13][S:14][C:10]=2[C:9](=[O:15])[N:8]([OH:16])[C:7]1=[O:17].[C:21]([C:24]1[CH:25]=[C:26](B(O)O)[CH:27]=[CH:28][CH:29]=1)(=[O:23])[CH3:22]. (3) Given the product [C:1]([O:5][C:6]([C:8]1[S:9][C:10]([CH2:13][CH:14]([C:16]([O:18][CH3:19])=[O:17])[CH3:15])=[CH:11][CH:12]=1)=[O:7])([CH3:4])([CH3:2])[CH3:3], predict the reactants needed to synthesize it. The reactants are: [C:1]([O:5][C:6]([C:8]1[S:9][C:10](/[CH:13]=[C:14](/[C:16]([O:18][CH3:19])=[O:17])\[CH3:15])=[CH:11][CH:12]=1)=[O:7])([CH3:4])([CH3:3])[CH3:2].CO.C(Cl)(Cl)Cl.